From a dataset of Forward reaction prediction with 1.9M reactions from USPTO patents (1976-2016). Predict the product of the given reaction. (1) Given the reactants Cl[C:2]1[C:7]([C:8]2[CH:9]=[CH:10][C:11]3[N:12]=[CH:13][N:14]=[C:15]([O:18][CH3:19])[C:16]=3[N:17]=2)=[CH:6][CH:5]=[CH:4][N:3]=1.[Br-].[CH3:21][C:22]1[N:27]=[C:26]([Zn+])[CH:25]=[CH:24][CH:23]=1, predict the reaction product. The product is: [CH3:19][O:18][C:15]1[C:16]2[N:17]=[C:8]([C:7]3[C:2]([C:26]4[CH:25]=[CH:24][CH:23]=[C:22]([CH3:21])[N:27]=4)=[N:3][CH:4]=[CH:5][CH:6]=3)[CH:9]=[CH:10][C:11]=2[N:12]=[CH:13][N:14]=1. (2) Given the reactants C([O:4][C:5]1[CH:13]=[C:12]2[C:8]([C:9](=[O:14])[O:10][CH2:11]2)=[CH:7][C:6]=1[O:15][C:16](=[O:18])[CH3:17])(=O)C.N1CCOCC1, predict the reaction product. The product is: [OH:4][C:5]1[CH:13]=[C:12]2[C:8]([C:9](=[O:14])[O:10][CH2:11]2)=[CH:7][C:6]=1[O:15][C:16](=[O:18])[CH3:17].